This data is from Forward reaction prediction with 1.9M reactions from USPTO patents (1976-2016). The task is: Predict the product of the given reaction. (1) Given the reactants [B:10]1([B:10]2[O:14][C:13]([CH3:16])([CH3:15])[C:12]([CH3:18])([CH3:17])[O:11]2)[O:14][C:13]([CH3:16])([CH3:15])[C:12]([CH3:18])([CH3:17])[O:11]1.Br[C:20]1[CH:21]=[N:22][N:23]([CH:25]2[CH2:30][CH2:29][CH2:28][CH2:27][O:26]2)[CH:24]=1.C([O-])(=O)C.[K+].C(Cl)Cl, predict the reaction product. The product is: [O:26]1[CH2:27][CH2:28][CH2:29][CH2:30][CH:25]1[N:23]1[CH:24]=[C:20]([B:10]2[O:11][C:12]([CH3:17])([CH3:18])[C:13]([CH3:15])([CH3:16])[O:14]2)[CH:21]=[N:22]1. (2) Given the reactants [Cl:1][C:2]1[C:15]2[C:6](=[C:7]3[C:12](=[CH:13][CH:14]=2)[CH:11]=[CH:10][CH:9]=[N:8]3)[N:5]=[CH:4][CH:3]=1.[K+].[Br-].[N+]([O-])(O)=[O:19].[OH-:22].[Na+], predict the reaction product. The product is: [Cl:1][C:2]1[C:15]2[C:14](=[O:22])[C:13](=[O:19])[C:12]3[C:7](=[N:8][CH:9]=[CH:10][CH:11]=3)[C:6]=2[N:5]=[CH:4][CH:3]=1. (3) Given the reactants COC(C1C=[N:9][C:8]([O:11][CH2:12][C:13]2[CH:18]=[CH:17][C:16]([CH:19]([CH3:33])[C:20]([C:26]3[CH:31]=[CH:30][N:29]=[C:28]([Cl:32])[CH:27]=3)([OH:25])[C:21]([F:24])([F:23])[F:22])=[C:15]([Cl:34])[CH:14]=2)=[CH:7]N=1)=O.[CH3:35][O:36][C:37]([C:39]1[N:40]=NC(Cl)=C[CH:44]=1)=[O:38], predict the reaction product. The product is: [CH3:35][O:36][C:37]([C:39]1[N:40]=[N:9][C:8]([O:11][CH2:12][C:13]2[CH:18]=[CH:17][C:16]([CH:19]([CH3:33])[C:20]([C:26]3[CH:31]=[CH:30][N:29]=[C:28]([Cl:32])[CH:27]=3)([OH:25])[C:21]([F:22])([F:24])[F:23])=[C:15]([Cl:34])[CH:14]=2)=[CH:7][CH:44]=1)=[O:38]. (4) Given the reactants [Cl:1][C:2]([Cl:45])([Cl:44])[C:3]([O:6][C:7]([N:9]1[CH:14]2[C:15]([C:34](O)=[O:35])=[C:16]([C:18]3[O:22][N:21]=[C:20]([CH2:23][CH2:24][CH2:25][O:26][Si:27]([C:30]([CH3:33])([CH3:32])[CH3:31])([CH3:29])[CH3:28])[CH:19]=3)[CH2:17][CH:10]1[CH2:11][N:12]([C:37]([O:39][C:40]([CH3:43])([CH3:42])[CH3:41])=[O:38])[CH2:13]2)=[O:8])([CH3:5])[CH3:4].[CH:46]1([NH:49][CH2:50][C:51]2[CH:56]=[CH:55][CH:54]=[C:53]([Cl:57])[C:52]=2[Cl:58])[CH2:48][CH2:47]1.CCN(C(C)C)C(C)C.C1C=CC2N(O)N=NC=2C=1.CCN=C=NCCCN(C)C.Cl, predict the reaction product. The product is: [Cl:44][C:2]([Cl:1])([Cl:45])[C:3]([O:6][C:7]([N:9]1[CH:14]2[C:15]([C:34](=[O:35])[N:49]([CH:46]3[CH2:47][CH2:48]3)[CH2:50][C:51]3[CH:56]=[CH:55][CH:54]=[C:53]([Cl:57])[C:52]=3[Cl:58])=[C:16]([C:18]3[O:22][N:21]=[C:20]([CH2:23][CH2:24][CH2:25][O:26][Si:27]([C:30]([CH3:33])([CH3:32])[CH3:31])([CH3:29])[CH3:28])[CH:19]=3)[CH2:17][CH:10]1[CH2:11][N:12]([C:37]([O:39][C:40]([CH3:43])([CH3:42])[CH3:41])=[O:38])[CH2:13]2)=[O:8])([CH3:4])[CH3:5]. (5) Given the reactants [CH3:1][C:2]1[C:7](=[O:8])[CH2:6][CH:5]([C:9]([CH3:11])=[CH2:10])[CH2:4][CH:3]=1.[OH:12]O.[OH-].[Na+], predict the reaction product. The product is: [C:9]([C@@H:5]1[CH2:6][C@@H:7]2[C@@:2]([CH3:1])([O:8]2)[C:3](=[O:12])[CH2:4]1)([CH3:11])=[CH2:10]. (6) The product is: [F:36][C:33]([F:34])([F:35])[S:30]([N-:22][S:23]([C:26]([F:27])([F:28])[F:29])(=[O:24])=[O:25])(=[O:31])=[O:32].[CH3:37][P+:9]([C:3]1[CH:4]=[CH:5][CH:6]=[CH:7][CH:8]=1)([C:10]1[CH:15]=[CH:14][CH:13]=[CH:12][CH:11]=1)[C:16]1[CH:17]=[CH:18][CH:19]=[CH:20][CH:21]=1. Given the reactants N#N.[C:3]1([P:9]([C:16]2[CH:21]=[CH:20][CH:19]=[CH:18][CH:17]=2)[C:10]2[CH:15]=[CH:14][CH:13]=[CH:12][CH:11]=2)[CH:8]=[CH:7][CH:6]=[CH:5][CH:4]=1.[N-:22]([S:30]([C:33]([F:36])([F:35])[F:34])(=[O:32])=[O:31])[S:23]([C:26]([F:29])([F:28])[F:27])(=[O:25])=[O:24].[C:37](=O)(OC)OC, predict the reaction product.